From a dataset of Forward reaction prediction with 1.9M reactions from USPTO patents (1976-2016). Predict the product of the given reaction. (1) The product is: [Cl:1][C:2]1[N:7]=[C:6]([O:8][CH3:9])[C:5]([C:10]2([CH3:18])[CH2:15][CH2:16][NH:17][C:11]2=[O:12])=[CH:4][CH:3]=1. Given the reactants [Cl:1][C:2]1[N:7]=[C:6]([O:8][CH3:9])[C:5]([C:10]([CH3:18])([CH2:15][C:16]#[N:17])[C:11](OC)=[O:12])=[CH:4][CH:3]=1.[H][H], predict the reaction product. (2) Given the reactants C([O:8][C:9]1[CH:14]=[C:13]([C@@:15]2([O:51]C)[CH2:20][CH2:19][N:18]([C:21]([O:23][C:24]([CH3:27])([CH3:26])[CH3:25])=[O:22])[CH2:17][C@@H:16]2[C:28]([N:30]([CH:48]2[CH2:50][CH2:49]2)[CH2:31][C:32]2[CH:37]=[C:36]([CH2:38][CH2:39][CH2:40][O:41][CH3:42])[CH:35]=[C:34]([O:43][CH2:44][CH2:45][O:46][CH3:47])[CH:33]=2)=[O:29])[CH:12]=[CH:11][N:10]=1)C1C=CC=CC=1, predict the reaction product. The product is: [CH:48]1([N:30]([CH2:31][C:32]2[CH:37]=[C:36]([CH2:38][CH2:39][CH2:40][O:41][CH3:42])[CH:35]=[C:34]([O:43][CH2:44][CH2:45][O:46][CH3:47])[CH:33]=2)[C:28]([C@@H:16]2[C@@:15]([OH:51])([C:13]3[CH:12]=[CH:11][NH:10][C:9](=[O:8])[CH:14]=3)[CH2:20][CH2:19][N:18]([C:21]([O:23][C:24]([CH3:26])([CH3:27])[CH3:25])=[O:22])[CH2:17]2)=[O:29])[CH2:50][CH2:49]1. (3) Given the reactants [OH-].[Na+].[Cl:3][C:4]1[C:12]2[C:7](=[N:8][CH:9]=[CH:10][C:11]=2[O:13][C:14]2[C:19]([F:20])=[CH:18][C:17]([NH:21]C(=O)C(F)(F)F)=[CH:16][C:15]=2[F:28])[NH:6][CH:5]=1, predict the reaction product. The product is: [Cl:3][C:4]1[C:12]2[C:7](=[N:8][CH:9]=[CH:10][C:11]=2[O:13][C:14]2[C:19]([F:20])=[CH:18][C:17]([NH2:21])=[CH:16][C:15]=2[F:28])[NH:6][CH:5]=1. (4) Given the reactants [CH3:1][O:2][C:3](=[O:16])[CH:4]([C:8]1[CH:13]=[CH:12][C:11](Cl)=[C:10](Cl)[CH:9]=1)[CH2:5][CH:6]=[O:7].COC(=O)CC1C=CC([F:27])=CC=1.COC(OC)CBr.Cl, predict the reaction product. The product is: [CH3:1][O:2][C:3](=[O:16])[CH:4]([C:8]1[CH:13]=[CH:12][C:11]([F:27])=[CH:10][CH:9]=1)[CH2:5][CH:6]=[O:7]. (5) Given the reactants C1C(=O)N([Br:8])C(=O)C1.[CH3:9][C:10]1[CH:11]=[C:12]([CH2:17][C:18]([OH:20])=[O:19])[CH:13]=[C:14]([CH3:16])[CH:15]=1.CC(N=NC(C#N)(C)C)(C#N)C, predict the reaction product. The product is: [Br:8][CH2:9][C:10]1[CH:11]=[C:12]([CH2:17][C:18]([OH:20])=[O:19])[CH:13]=[C:14]([CH3:16])[CH:15]=1. (6) Given the reactants [CH3:1][O:2][C:3]([C:5]1[C:14]2[CH2:13][CH2:12][N:11](CC3C=CC=CC=3)[CH2:10][C:9]=2[CH:8]=[N:7][CH:6]=1)=[O:4].C([O-])=O.[NH4+], predict the reaction product. The product is: [CH3:1][O:2][C:3]([C:5]1[C:14]2[CH2:13][CH2:12][NH:11][CH2:10][C:9]=2[CH:8]=[N:7][CH:6]=1)=[O:4].